The task is: Binary Classification. Given a miRNA mature sequence and a target amino acid sequence, predict their likelihood of interaction.. This data is from Experimentally validated miRNA-target interactions with 360,000+ pairs, plus equal number of negative samples. Result: 0 (no interaction). The protein sequence of the target gene is MSYPQGYLYQAPGSLALYSCPAYGASALAAPRSEELARSASGSAFSPYPGSAAFTAQAATGFGSPLQYSADAAAAAAAGFPSYVGSPYDTHTTGMTGAISYHPYGSAAYPYQLNDPAYRKNATRDATATLKAWLNEHRKNPYPTKGEKIMLAIITKMTLTQVSTWFANARRRLKKENKMTWAPRNKSEDEDEDEGDASRSKEESSDKAQDGTETSAEDEGISLHVDSLTDHSCSAESDGEKLPCRAGDALCESGSECKDKFEDLEDEEDEEDECERDLAPPKPVTSSPLTGVEAPLLSPA.... The miRNA is hsa-miR-4703-3p with sequence UGUAGUUGUAUUGUAUUGCCAC.